This data is from Reaction yield outcomes from USPTO patents with 853,638 reactions. The task is: Predict the reaction yield, written as a fraction of the theoretical maximum amount of product (1.0 means a 100% yield; for example, 0.34 means a 34% yield). (1) The reactants are [SH:1][C:2]1[CH:11]=[CH:10][CH:9]=[CH:8][C:3]=1[C:4]([O:6][CH3:7])=[O:5].I[C:13]1[CH:14]=[CH:15][C:16]2[N:17]([CH:19]=[C:20]([NH:22][C:23]([CH:25]3[CH2:27][CH2:26]3)=[O:24])[N:21]=2)[N:18]=1.C(=O)([O-])[O-].[K+].[K+]. The catalyst is CN(C)C=O. The product is [CH:25]1([C:23]([NH:22][C:20]2[N:21]=[C:16]3[CH:15]=[CH:14][C:13]([S:1][C:2]4[CH:11]=[CH:10][CH:9]=[CH:8][C:3]=4[C:4]([O:6][CH3:7])=[O:5])=[N:18][N:17]3[CH:19]=2)=[O:24])[CH2:26][CH2:27]1. The yield is 0.180. (2) The reactants are C[O:2][C:3]([C:5]1[C:6]([C:11]2[CH:16]=[CH:15][CH:14]=[CH:13][C:12]=2[F:17])=[N:7][O:8][C:9]=1[CH3:10])=[O:4].CO.[OH-].[Na+].Cl. The catalyst is O. The product is [C:3]([C:5]1[C:6]([C:11]2[CH:16]=[CH:15][CH:14]=[CH:13][C:12]=2[F:17])=[N:7][O:8][C:9]=1[CH3:10])([OH:4])=[O:2]. The yield is 0.960. (3) The reactants are [C:1]([C:3]1[CH:4]=[C:5]([CH:10]=[CH:11][C:12]=1[CH3:13])[C:6]([O:8][CH3:9])=[O:7])#[N:2].[NH2:14][OH:15].Cl.C(N(CC)C(C)C)(C)C. The catalyst is O1CCCC1. The product is [OH:15][N:14]=[C:1]([C:3]1[CH:4]=[C:5]([CH:10]=[CH:11][C:12]=1[CH3:13])[C:6]([O:8][CH3:9])=[O:7])[NH2:2]. The yield is 0.290. (4) The reactants are N[C:2]1[CH:7]=[CH:6][C:5]([CH2:8][OH:9])=[CH:4][CH:3]=1.[ClH:10].N([O-])=O.[Na+].[C:15]([O:19][CH3:20])(=[O:18])[CH:16]=[CH2:17]. The catalyst is CC(C)=O.CO.O.C([O-])(O)=O.[Na+].[Cu]I. The product is [CH3:20][O:19][C:15](=[O:18])[CH:16]([Cl:10])[CH2:17][C:2]1[CH:7]=[CH:6][C:5]([CH2:8][OH:9])=[CH:4][CH:3]=1. The yield is 0.320. (5) The reactants are CO[C:3](=[O:13])[CH2:4][CH2:5][O:6][N:7]=[C:8]([O:10][CH2:11][CH3:12])[CH3:9].[CH3:14][NH2:15].[CH3:16]O. No catalyst specified. The product is [CH2:11]([O:10][C:8](=[N:7][O:6][CH2:5][CH2:4][C:3](=[O:13])[NH:15][CH2:14][CH3:16])[CH3:9])[CH3:12]. The yield is 0.570. (6) The reactants are C([N:4]1[C:12]2[C:7](=[CH:8][CH:9]=[CH:10][CH:11]=2)[C:6]([CH:13]2[C:18](=[O:19])[CH2:17][C:16]([CH3:21])([CH3:20])[CH2:15][C:14]2=[O:22])=[CH:5]1)(=O)C.CO.[OH-].[Na+].C. The catalyst is O. The product is [NH:4]1[C:12]2[C:7](=[CH:8][CH:9]=[CH:10][CH:11]=2)[C:6]([CH:13]2[C:18](=[O:19])[CH2:17][C:16]([CH3:20])([CH3:21])[CH2:15][C:14]2=[O:22])=[CH:5]1. The yield is 0.600. (7) The catalyst is O1CCOCC1.O. The product is [C:26]([NH:30][S:31]([C:34]1[S:38][C:37]([C:2]2[N:7]=[C:6]([NH:8][C:9]3[CH:13]=[C:12]([CH:14]4[CH2:16][CH2:15]4)[NH:11][N:10]=3)[C:5]([CH2:17][O:18][Si:19]([C:22]([CH3:25])([CH3:24])[CH3:23])([CH3:21])[CH3:20])=[CH:4][N:3]=2)=[CH:36][CH:35]=1)(=[O:32])=[O:33])([CH3:29])([CH3:27])[CH3:28]. The yield is 0.435. The reactants are Br[C:2]1[N:7]=[C:6]([NH:8][C:9]2[CH:13]=[C:12]([CH:14]3[CH2:16][CH2:15]3)[NH:11][N:10]=2)[C:5]([CH2:17][O:18][Si:19]([C:22]([CH3:25])([CH3:24])[CH3:23])([CH3:21])[CH3:20])=[CH:4][N:3]=1.[C:26]([NH:30][S:31]([C:34]1[S:38][C:37](B(O)O)=[CH:36][CH:35]=1)(=[O:33])=[O:32])([CH3:29])([CH3:28])[CH3:27].C([O-])([O-])=O.[K+].[K+].